This data is from Full USPTO retrosynthesis dataset with 1.9M reactions from patents (1976-2016). The task is: Predict the reactants needed to synthesize the given product. (1) Given the product [CH3:1][O:2][C:3]1[C:4]([NH:15][C:16]([N:31]2[CH2:30][CH2:29][N:28]([C:25]3[CH:24]=[CH:23][C:22]([F:21])=[CH:27][CH:26]=3)[CH2:33][CH2:32]2)=[O:20])=[N:5][C:6]2[C:11]([N:12]=1)=[CH:10][C:9]([O:13][CH3:14])=[CH:8][CH:7]=2, predict the reactants needed to synthesize it. The reactants are: [CH3:1][O:2][C:3]1[C:4]([NH:15][C:16](=[O:20])OCC)=[N:5][C:6]2[C:11]([N:12]=1)=[CH:10][C:9]([O:13][CH3:14])=[CH:8][CH:7]=2.[F:21][C:22]1[CH:27]=[CH:26][C:25]([N:28]2[CH2:33][CH2:32][NH:31][CH2:30][CH2:29]2)=[CH:24][CH:23]=1. (2) Given the product [N:1]1([CH2:6][C:7]2[CH:23]=[CH:22][C:10]([CH2:11][N:12]3[CH:16]=[C:15]([C:17]([OH:19])=[O:18])[CH:14]=[N:13]3)=[CH:9][C:8]=2[O:24][CH3:25])[CH:5]=[CH:4][CH:3]=[N:2]1, predict the reactants needed to synthesize it. The reactants are: [N:1]1([CH2:6][C:7]2[CH:23]=[CH:22][C:10]([CH2:11][N:12]3[CH:16]=[C:15]([C:17]([O:19]CC)=[O:18])[CH:14]=[N:13]3)=[CH:9][C:8]=2[O:24][CH3:25])[CH:5]=[CH:4][CH:3]=[N:2]1. (3) Given the product [CH:16]([O:15][C:12]1[CH:13]=[CH:14][C:9]([C:8]([N:5]2[CH2:6][CH2:7][C:2]3([O:1][C:24]([C:26]4[CH:27]=[N:28][CH:29]=[CH:30][CH:31]=4)=[CH:23][C:22](=[O:32])[CH2:21]3)[CH2:3][CH2:4]2)=[O:20])=[CH:10][C:11]=1[CH3:19])([CH3:18])[CH3:17], predict the reactants needed to synthesize it. The reactants are: [OH:1][C:2]1([CH2:21][C:22](=[O:32])[CH2:23][C:24]([C:26]2[CH:27]=[N:28][CH:29]=[CH:30][CH:31]=2)=O)[CH2:7][CH2:6][N:5]([C:8](=[O:20])[C:9]2[CH:14]=[CH:13][C:12]([O:15][CH:16]([CH3:18])[CH3:17])=[C:11]([CH3:19])[CH:10]=2)[CH2:4][CH2:3]1.C(O)(=O)C. (4) Given the product [CH:16]1([N:13]([CH2:12][C:10]2[CH:11]=[C:2]([C:28]#[C:27][Si:24]([CH3:26])([CH3:25])[CH3:23])[CH:3]=[C:4]3[C:9]=2[O:8][C:7]([CH3:20])([CH3:19])[CH2:6][C:5]3([CH3:22])[CH3:21])[CH3:14])[CH2:18][CH2:17]1, predict the reactants needed to synthesize it. The reactants are: Br[C:2]1[CH:3]=[C:4]2[C:9](=[C:10]([CH2:12][N:13]([CH:16]3[CH2:18][CH2:17]3)[CH:14]=O)[CH:11]=1)[O:8][C:7]([CH3:20])([CH3:19])[CH2:6][C:5]2([CH3:22])[CH3:21].[CH3:23][Si:24]([C:27]#[CH:28])([CH3:26])[CH3:25]. (5) Given the product [CH3:1][NH:2][C@H:3]([C:13]([NH:15][C@H:16]([C:21]([N:23]([C@H:25]([CH:32]([CH3:34])[CH3:33])/[CH:26]=[C:27](\[CH3:28])/[C:29]([O:31][CH2:47][C:46]1[CH:49]=[CH:50][C:43]([O:42][CH2:35][C:36]2[CH:41]=[CH:40][CH:39]=[CH:38][CH:37]=2)=[CH:44][CH:45]=1)=[O:30])[CH3:24])=[O:22])[C:17]([CH3:20])([CH3:19])[CH3:18])=[O:14])[C:4]([CH3:11])([CH3:12])[C:5]1[CH:10]=[CH:9][CH:8]=[CH:7][CH:6]=1, predict the reactants needed to synthesize it. The reactants are: [CH3:1][NH:2][C@H:3]([C:13]([NH:15][C@H:16]([C:21]([N:23]([C@@H:25]([CH:32]([CH3:34])[CH3:33])/[CH:26]=[C:27](/[C:29]([OH:31])=[O:30])\[CH3:28])[CH3:24])=[O:22])[C:17]([CH3:20])([CH3:19])[CH3:18])=[O:14])[C:4]([CH3:12])([CH3:11])[C:5]1[CH:10]=[CH:9][CH:8]=[CH:7][CH:6]=1.[CH2:35]([O:42][C:43]1[CH:50]=[CH:49][C:46]([CH2:47]O)=[CH:45][CH:44]=1)[C:36]1[CH:41]=[CH:40][CH:39]=[CH:38][CH:37]=1.CN(C1C=CC=CN=1)C. (6) Given the product [C:29]([O:28][C:26]([NH:25][C@@H:16]([CH2:17][CH2:18]/[CH:19]=[CH:20]/[C:21]([O:23][CH3:24])=[O:22])[C:15]([NH:14][C:10]1[C:9](=[O:34])[N:8]([CH2:7][C:6]([OH:35])=[O:5])[CH:13]=[CH:12][CH:11]=1)=[O:33])=[O:27])([CH3:32])([CH3:31])[CH3:30], predict the reactants needed to synthesize it. The reactants are: C([O:5][C:6](=[O:35])[CH2:7][N:8]1[CH:13]=[CH:12][CH:11]=[C:10]([NH:14][C:15](=[O:33])[C@@H:16]([NH:25][C:26]([O:28][C:29]([CH3:32])([CH3:31])[CH3:30])=[O:27])[CH2:17][CH2:18]/[CH:19]=[CH:20]/[C:21]([O:23][CH3:24])=[O:22])[C:9]1=[O:34])(C)(C)C.CCN(C(C)C)C(C)C.C(ON1C(=O)CCC1=O)(OC(C)(C)C)=O. (7) Given the product [CH3:9][C:10]1[C:11]([C:16]2[C:17]([CH3:24])=[CH:18][C:19]([CH3:23])=[CH:20][C:21]=2[CH3:22])=[C:12]2[NH:15][C:3]([CH3:5])=[CH:2][C:1](=[O:7])[N:13]2[N:14]=1, predict the reactants needed to synthesize it. The reactants are: [C:1]([O:7]C)(=O)[CH2:2][C:3]([CH3:5])=O.[CH3:9][C:10]1[C:11]([C:16]2[C:21]([CH3:22])=[CH:20][C:19]([CH3:23])=[CH:18][C:17]=2[CH3:24])=[C:12]([NH2:15])[NH:13][N:14]=1. (8) Given the product [F:8][C:7]1[C:6]([NH:9][C:10]2[CH:15]=[CH:14][C:13]([I:16])=[CH:12][C:11]=2[F:17])=[C:5]([NH:18][S:25]([C:24]2[CH:23]=[C:22]([CH3:29])[S:21][C:20]=2[CH3:19])(=[O:27])=[O:26])[CH:4]=[CH:3][C:2]=1[F:1], predict the reactants needed to synthesize it. The reactants are: [F:1][C:2]1[C:7]([F:8])=[C:6]([NH:9][C:10]2[CH:15]=[CH:14][C:13]([I:16])=[CH:12][C:11]=2[F:17])[C:5]([NH2:18])=[CH:4][CH:3]=1.[CH3:19][C:20]1[S:21][C:22]([CH3:29])=[CH:23][C:24]=1[S:25](Cl)(=[O:27])=[O:26].